Dataset: Full USPTO retrosynthesis dataset with 1.9M reactions from patents (1976-2016). Task: Predict the reactants needed to synthesize the given product. (1) Given the product [CH:19]([N:18]1[C:14]([C:12]2[N:13]=[C:6]3[C:5]4[CH:22]=[CH:23][C:2]([C:32]5[CH:33]=[CH:34][C:35]([NH2:38])=[N:36][CH:37]=5)=[CH:3][C:4]=4[O:10][CH2:9][CH2:8][N:7]3[CH:11]=2)=[N:15][CH:16]=[N:17]1)([CH3:21])[CH3:20], predict the reactants needed to synthesize it. The reactants are: Br[C:2]1[CH:23]=[CH:22][C:5]2[C:6]3[N:7]([CH:11]=[C:12]([C:14]4[N:18]([CH:19]([CH3:21])[CH3:20])[N:17]=[CH:16][N:15]=4)[N:13]=3)[CH2:8][CH2:9][O:10][C:4]=2[CH:3]=1.CC1(C)C(C)(C)OB([C:32]2[CH:33]=[CH:34][C:35]([NH2:38])=[N:36][CH:37]=2)O1. (2) Given the product [C:28]([O:27][C:25]([N:22]1[CH2:23][CH2:24][CH:19]([NH:18][C:4]2[CH:5]=[CH:6][C:7]([C:8](=[O:9])[C:10]3[CH:15]=[CH:14][CH:13]=[CH:12][C:11]=3[F:16])=[C:2]([NH2:1])[N:3]=2)[CH2:20][CH2:21]1)=[O:26])([CH3:31])([CH3:29])[CH3:30], predict the reactants needed to synthesize it. The reactants are: [NH2:1][C:2]1[C:7]([C:8]([C:10]2[CH:15]=[CH:14][CH:13]=[CH:12][C:11]=2[F:16])=[O:9])=[CH:6][CH:5]=[C:4](Cl)[N:3]=1.[NH2:18][CH:19]1[CH2:24][CH2:23][N:22]([C:25]([O:27][C:28]([CH3:31])([CH3:30])[CH3:29])=[O:26])[CH2:21][CH2:20]1. (3) Given the product [Br:26][C:20]1[CH:21]=[CH:22][CH:23]=[C:24]2[C:19]=1[CH:18]=[N:17][C:16]([NH:1][C:2]1[N:3]=[CH:4][C:5]([C:8]#[N:9])=[N:6][CH:7]=1)=[CH:25]2, predict the reactants needed to synthesize it. The reactants are: [NH2:1][C:2]1[CH:7]=[N:6][C:5]([C:8]#[N:9])=[CH:4][N:3]=1.FC(F)(F)S(O[C:16]1[N:17]=[CH:18][C:19]2[C:24]([CH:25]=1)=[CH:23][CH:22]=[CH:21][C:20]=2[Br:26])(=O)=O. (4) Given the product [N:1]([C:2]1[CH:3]=[N:4][CH:5]=[CH:6][C:7]=1[C@@H:8]1[CH2:13][C@H:12]([CH3:14])[CH2:11][C@H:10]([NH:15][C:16](=[O:22])[O:17][C:18]([CH3:21])([CH3:20])[CH3:19])[CH2:9]1)=[C:23]=[S:24], predict the reactants needed to synthesize it. The reactants are: [NH2:1][C:2]1[CH:3]=[N:4][CH:5]=[CH:6][C:7]=1[C@@H:8]1[CH2:13][C@H:12]([CH3:14])[CH2:11][C@H:10]([NH:15][C:16](=[O:22])[O:17][C:18]([CH3:21])([CH3:20])[CH3:19])[CH2:9]1.[C:23](N1C=CN=C1)(N1C=CN=C1)=[S:24]. (5) Given the product [Cl:30][C:21]1[CH:22]=[C:23]([S:26]([CH3:29])(=[O:28])=[O:27])[CH:24]=[CH:25][C:20]=1[CH2:19][C:9]1[C:10]([CH2:17][CH3:18])=[N:11][C:12]2[C:7]([C:8]=1[O:31][CH:32]([F:34])[F:33])=[C:6]([O:5][CH2:4][C:3]([OH:35])=[O:2])[CH:15]=[CH:14][C:13]=2[F:16], predict the reactants needed to synthesize it. The reactants are: C[O:2][C:3](=[O:35])[CH2:4][O:5][C:6]1[CH:15]=[CH:14][C:13]([F:16])=[C:12]2[C:7]=1[C:8]([O:31][CH:32]([F:34])[F:33])=[C:9]([CH2:19][C:20]1[CH:25]=[CH:24][C:23]([S:26]([CH3:29])(=[O:28])=[O:27])=[CH:22][C:21]=1[Cl:30])[C:10]([CH2:17][CH3:18])=[N:11]2.CO.[OH-].[Li+].O. (6) Given the product [Br:1][C:2]1[CH:3]=[C:4]2[C:9](=[CH:10][CH:11]=1)[CH:8]=[C:7]([NH2:14])[CH:6]=[CH:5]2, predict the reactants needed to synthesize it. The reactants are: [Br:1][C:2]1[CH:3]=[C:4]2[C:9](=[CH:10][CH:11]=1)[CH:8]=[C:7](O)[CH:6]=[CH:5]2.[OH-].[NH4+:14].S([O-])([O-])=O.[NH4+].[NH4+]. (7) Given the product [ClH:19].[F:16][C:15]([F:17])([F:18])[CH:12]1[CH2:11][CH2:10][CH:9]([NH2:8])[CH2:14][CH2:13]1, predict the reactants needed to synthesize it. The reactants are: C([NH:8][CH:9]1[CH2:14][CH2:13][CH:12]([C:15]([F:18])([F:17])[F:16])[CH2:11][CH2:10]1)C1C=CC=CC=1.[ClH:19]. (8) Given the product [O:21]=[C:13]1[C:14]2[CH:20]=[CH:19][CH:18]=[CH:17][C:15]=2[S:16][C:1]([C:3]2[CH:4]=[C:5]([NH:9][C:10](=[O:12])[CH3:11])[CH:6]=[CH:7][CH:8]=2)=[N:2]1, predict the reactants needed to synthesize it. The reactants are: [C:1]([C:3]1[CH:4]=[C:5]([NH:9][C:10](=[O:12])[CH3:11])[CH:6]=[CH:7][CH:8]=1)#[N:2].[C:13](OC)(=[O:21])[C:14]1[C:15](=[CH:17][CH:18]=[CH:19][CH:20]=1)[SH:16].C(N(CC)CC)C.